This data is from Full USPTO retrosynthesis dataset with 1.9M reactions from patents (1976-2016). The task is: Predict the reactants needed to synthesize the given product. (1) Given the product [F:32][C:29]1[CH:28]=[CH:27][C:26](/[CH:25]=[CH:24]/[C:21]2[CH:22]=[CH:23][C:18]([S:15]([C:10]3[CH:11]=[CH:12][CH:13]=[CH:14][C:9]=3[CH2:8][NH2:7])(=[O:17])=[O:16])=[CH:19][CH:20]=2)=[CH:31][CH:30]=1, predict the reactants needed to synthesize it. The reactants are: CC(S([NH:7][CH2:8][C:9]1[CH:14]=[CH:13][CH:12]=[CH:11][C:10]=1[S:15]([C:18]1[CH:23]=[CH:22][C:21](/[CH:24]=[CH:25]/[C:26]2[CH:31]=[CH:30][C:29]([F:32])=[CH:28][CH:27]=2)=[CH:20][CH:19]=1)(=[O:17])=[O:16])=O)(C)C.Cl. (2) Given the product [O:1]1[C:5]2[CH:6]=[CH:7][CH:8]=[CH:9][C:4]=2[CH:3]=[C:2]1[C:10]1[C:11]([NH:17][C:23](=[O:24])[O:22][C:18]([CH3:21])([CH3:20])[CH3:19])=[N:12][CH:13]=[C:14]([Br:16])[N:15]=1, predict the reactants needed to synthesize it. The reactants are: [O:1]1[C:5]2[CH:6]=[CH:7][CH:8]=[CH:9][C:4]=2[CH:3]=[C:2]1[C:10]1[C:11]([NH2:17])=[N:12][CH:13]=[C:14]([Br:16])[N:15]=1.[C:18]([O:22][C:23](O[C:23]([O:22][C:18]([CH3:21])([CH3:20])[CH3:19])=[O:24])=[O:24])([CH3:21])([CH3:20])[CH3:19]. (3) Given the product [ClH:3].[NH2:12][C@@H:13]([CH:45]([CH3:47])[CH3:46])[C:14]([O:16][CH2:17][CH2:18][O:19][C:20]1[CH:21]=[C:22]([F:44])[C:23]([N:27]2[CH2:32][CH2:31][N:30]([C:33]3[NH:34][C:35](=[O:43])[C:36]4[CH:41]=[N:40][N:39]([CH3:42])[C:37]=4[N:38]=3)[CH2:29][CH2:28]2)=[C:24]([F:26])[CH:25]=1)=[O:15], predict the reactants needed to synthesize it. The reactants are: S(Cl)([Cl:3])=O.C(OC([NH:12][C@@H:13]([CH:45]([CH3:47])[CH3:46])[C:14]([O:16][CH2:17][CH2:18][O:19][C:20]1[CH:25]=[C:24]([F:26])[C:23]([N:27]2[CH2:32][CH2:31][N:30]([C:33]3[NH:34][C:35](=[O:43])[C:36]4[CH:41]=[N:40][N:39]([CH3:42])[C:37]=4[N:38]=3)[CH2:29][CH2:28]2)=[C:22]([F:44])[CH:21]=1)=[O:15])=O)(C)(C)C. (4) Given the product [NH:35]([C:40]([O:42][C:43]([CH3:46])([CH3:45])[CH3:44])=[O:41])[CH2:36][C:37]([NH:12][C@H:13]([C:21]([NH:23][CH2:24][C:25]([O:27][CH2:28][C:29]1[CH:30]=[CH:31][CH:32]=[CH:33][CH:34]=1)=[O:26])=[O:22])[CH2:14][C:15]1[CH:16]=[CH:17][CH:18]=[CH:19][CH:20]=1)=[O:38], predict the reactants needed to synthesize it. The reactants are: C1(C)C=CC(S(O)(=O)=O)=CC=1.[NH2:12][C@H:13]([C:21]([NH:23][CH2:24][C:25]([O:27][CH2:28][C:29]1[CH:34]=[CH:33][CH:32]=[CH:31][CH:30]=1)=[O:26])=[O:22])[CH2:14][C:15]1[CH:20]=[CH:19][CH:18]=[CH:17][CH:16]=1.[NH:35]([C:40]([O:42][C:43]([CH3:46])([CH3:45])[CH3:44])=[O:41])[CH2:36][C:37](O)=[O:38].ON1C(=O)CCC1=O.CN1CCOCC1.C1(N=C=NC2CCCCC2)CCCCC1. (5) Given the product [Cl:21][C:22]1[CH:23]=[C:24]([C:28]([NH:53][C@@H:54]2[CH2:55][CH2:56][N:57]([C:58]([O:15][CH2:14][CH3:16])=[O:40])[CH2:59][C@@H:1]2[O:4][CH2:5][CH2:10][CH3:9])=[O:30])[NH:25][C:26]=1[CH3:27], predict the reactants needed to synthesize it. The reactants are: [CH2:1]([O:4][CH:5]1[CH2:10][CH2:9]CCN1C([O-])=O)CC.[C:14](O)([C:16](F)(F)F)=[O:15].[Cl:21][C:22]1[CH:23]=[C:24]([C:28]([OH:30])=O)[NH:25][C:26]=1[CH3:27].C1C=CC2N([OH:40])N=NC=2C=1.CN1CCOCC1.Cl.C(N=C=[N:53][CH2:54][CH2:55][CH2:56][N:57]([CH3:59])[CH3:58])C. (6) Given the product [Cl:1][C:2]1[N:7]=[C:6]([NH:10][CH:11]2[CH2:19][CH2:18][CH:17]3[CH:13]([CH2:14][N:15]([C:20]([O:22][C:23]([CH3:26])([CH3:25])[CH3:24])=[O:21])[CH2:16]3)[CH2:12]2)[C:5]([Cl:9])=[CH:4][N:3]=1, predict the reactants needed to synthesize it. The reactants are: [Cl:1][C:2]1[N:7]=[C:6](Cl)[C:5]([Cl:9])=[CH:4][N:3]=1.[NH2:10][CH:11]1[CH2:19][CH2:18][CH:17]2[CH:13]([CH2:14][N:15]([C:20]([O:22][C:23]([CH3:26])([CH3:25])[CH3:24])=[O:21])[CH2:16]2)[CH2:12]1.CCN(CC)CC. (7) Given the product [Br:1][C:2]1[CH:3]=[CH:4][C:5]2[O:14][C:13]3[C:12](=[O:15])[NH:11][C:10]([N:21]4[CH2:22][CH2:23][N:18]([CH3:17])[CH2:19][CH2:20]4)=[N:9][C:8]=3[C:6]=2[CH:7]=1, predict the reactants needed to synthesize it. The reactants are: [Br:1][C:2]1[CH:3]=[CH:4][C:5]2[O:14][C:13]3[C:12](=[O:15])[NH:11][C:10](Cl)=[N:9][C:8]=3[C:6]=2[CH:7]=1.[CH3:17][N:18]1[CH2:23][CH2:22][NH:21][CH2:20][CH2:19]1.